Dataset: Reaction yield outcomes from USPTO patents with 853,638 reactions. Task: Predict the reaction yield, written as a fraction of the theoretical maximum amount of product (1.0 means a 100% yield; for example, 0.34 means a 34% yield). (1) The reactants are [N+:1]([C:4]1[CH:9]=[CH:8][CH:7]=[CH:6][C:5]=1[CH:10]1[CH:14]=[CH:13][CH2:12][O:11]1)([O-])=O.[N+](C1C=CC=CC=1C1CC=CO1)([O-])=O.CCN(CC)CC. The catalyst is [Pd].CO. The product is [O:11]1[CH2:12][CH2:13][CH2:14][CH:10]1[C:5]1[CH:6]=[CH:7][CH:8]=[CH:9][C:4]=1[NH2:1]. The yield is 0.840. (2) The reactants are [NH2:1][CH2:2][CH2:3][C:4]1[N:5]=[C:6]([NH:9][C:10]2[C:15]([O:16][CH2:17][C:18]3[CH:23]=[CH:22][CH:21]=[CH:20][CH:19]=3)=[CH:14][CH:13]=[CH:12][N:11]=2)[S:7][CH:8]=1.C(N(CC)CC)C.[C:31]([Cl:34])(=[O:33])[CH3:32]. The catalyst is CN(C=O)C. The product is [ClH:34].[CH2:17]([O:16][C:15]1[C:10]([NH:9][C:6]2[S:7][CH:8]=[C:4]([CH2:3][CH2:2][NH:1][C:31](=[O:33])[CH3:32])[N:5]=2)=[N:11][CH:12]=[CH:13][CH:14]=1)[C:18]1[CH:23]=[CH:22][CH:21]=[CH:20][CH:19]=1. The yield is 0.468. (3) The reactants are O1CCOCC1.[NH:7]1[C:15]2[C:10](=[CH:11][CH:12]=[CH:13][CH:14]=2)[C:9]2([C:27]3[C:18](=[CH:19][C:20]4[O:25][CH2:24][CH2:23][O:22][C:21]=4[CH:26]=3)[O:17][CH2:16]2)[C:8]1=[O:28].C(=O)([O-])[O-].[Cs+].[Cs+].Cl.Cl[CH2:37][C:38]1[C:43]([C:44]([F:47])([F:46])[F:45])=[CH:42][CH:41]=[CH:40][N:39]=1. The catalyst is ClCCl.O. The product is [F:47][C:44]([F:45])([F:46])[C:43]1[C:38]([CH2:37][N:7]2[C:15]3[C:10](=[CH:11][CH:12]=[CH:13][CH:14]=3)[C:9]3([C:27]4[C:18](=[CH:19][C:20]5[O:25][CH2:24][CH2:23][O:22][C:21]=5[CH:26]=4)[O:17][CH2:16]3)[C:8]2=[O:28])=[N:39][CH:40]=[CH:41][CH:42]=1. The yield is 0.810. (4) The reactants are [CH3:1][C:2]1[CH:7]=[C:6]([O:8][C:9]([F:12])([F:11])[F:10])[CH:5]=[CH:4][C:3]=1[C:13]1[CH:18]=[CH:17][N:16]([C:19]2[CH:24]=[CH:23][C:22]3[C:25]4[CH2:26][N:27](C(OC(C)(C)C)=O)[CH2:28][CH2:29][C:30]=4[O:31][C:21]=3[CH:20]=2)[C:15](=[O:39])[CH:14]=1.Cl. The catalyst is CO.CCOCC. The product is [CH3:1][C:2]1[CH:7]=[C:6]([O:8][C:9]([F:10])([F:11])[F:12])[CH:5]=[CH:4][C:3]=1[C:13]1[CH:18]=[CH:17][N:16]([C:19]2[CH:24]=[CH:23][C:22]3[C:25]4[CH2:26][NH:27][CH2:28][CH2:29][C:30]=4[O:31][C:21]=3[CH:20]=2)[C:15](=[O:39])[CH:14]=1. The yield is 0.980.